Dataset: Reaction yield outcomes from USPTO patents with 853,638 reactions. Task: Predict the reaction yield, written as a fraction of the theoretical maximum amount of product (1.0 means a 100% yield; for example, 0.34 means a 34% yield). (1) The reactants are Cl[CH2:2][C:3]([NH:5][C:6]1[CH:7]=[C:8]([CH:24]=[CH:25][C:26]=1[O:27][CH3:28])[C:9]([NH:11][C:12]1[CH:13]=[N:14][C:15]([C:18]2[CH:23]=[CH:22][CH:21]=[CH:20][CH:19]=2)=[CH:16][CH:17]=1)=[O:10])=[O:4].[NH:29]1[CH2:34][CH2:33][O:32][CH2:31][CH2:30]1.C(N(CC)CC)C.[I-].[K+]. The catalyst is CN(C=O)C.O. The product is [CH3:28][O:27][C:26]1[CH:25]=[CH:24][C:8]([C:9]([NH:11][C:12]2[CH:13]=[N:14][C:15]([C:18]3[CH:23]=[CH:22][CH:21]=[CH:20][CH:19]=3)=[CH:16][CH:17]=2)=[O:10])=[CH:7][C:6]=1[NH:5][C:3](=[O:4])[CH2:2][N:29]1[CH2:34][CH2:33][O:32][CH2:31][CH2:30]1. The yield is 0.730. (2) The reactants are Cl[C:2]1[C:3]2[S:10][CH:9]=[CH:8][C:4]=2[N:5]=[CH:6][N:7]=1.[CH2:11]([NH2:18])[C:12]1[CH:17]=[CH:16][CH:15]=[CH:14][CH:13]=1. The catalyst is COCCO. The product is [CH2:11]([NH:18][C:2]1[C:3]2[S:10][CH:9]=[CH:8][C:4]=2[N:5]=[CH:6][N:7]=1)[C:12]1[CH:17]=[CH:16][CH:15]=[CH:14][CH:13]=1. The yield is 0.260.